This data is from NCI-60 drug combinations with 297,098 pairs across 59 cell lines. The task is: Regression. Given two drug SMILES strings and cell line genomic features, predict the synergy score measuring deviation from expected non-interaction effect. Drug 1: COC1=C(C=C2C(=C1)N=CN=C2NC3=CC(=C(C=C3)F)Cl)OCCCN4CCOCC4. Drug 2: CC1C(C(CC(O1)OC2CC(CC3=C2C(=C4C(=C3O)C(=O)C5=C(C4=O)C(=CC=C5)OC)O)(C(=O)C)O)N)O.Cl. Cell line: A498. Synergy scores: CSS=53.4, Synergy_ZIP=1.16, Synergy_Bliss=4.92, Synergy_Loewe=8.70, Synergy_HSA=8.96.